This data is from NCI-60 drug combinations with 297,098 pairs across 59 cell lines. The task is: Regression. Given two drug SMILES strings and cell line genomic features, predict the synergy score measuring deviation from expected non-interaction effect. (1) Drug 1: CCCCC(=O)OCC(=O)C1(CC(C2=C(C1)C(=C3C(=C2O)C(=O)C4=C(C3=O)C=CC=C4OC)O)OC5CC(C(C(O5)C)O)NC(=O)C(F)(F)F)O. Drug 2: CC1=C(C(=O)C2=C(C1=O)N3CC4C(C3(C2COC(=O)N)OC)N4)N. Cell line: MDA-MB-231. Synergy scores: CSS=50.1, Synergy_ZIP=0.0516, Synergy_Bliss=1.74, Synergy_Loewe=5.08, Synergy_HSA=6.06. (2) Drug 1: CC12CCC(CC1=CCC3C2CCC4(C3CC=C4C5=CN=CC=C5)C)O. Drug 2: CC12CCC3C(C1CCC2=O)CC(=C)C4=CC(=O)C=CC34C. Cell line: CCRF-CEM. Synergy scores: CSS=57.6, Synergy_ZIP=-1.36, Synergy_Bliss=-1.80, Synergy_Loewe=-1.77, Synergy_HSA=-1.97. (3) Drug 1: CCN(CC)CCCC(C)NC1=C2C=C(C=CC2=NC3=C1C=CC(=C3)Cl)OC. Drug 2: CC1CCCC2(C(O2)CC(NC(=O)CC(C(C(=O)C(C1O)C)(C)C)O)C(=CC3=CSC(=N3)C)C)C. Cell line: M14. Synergy scores: CSS=66.4, Synergy_ZIP=6.22, Synergy_Bliss=4.32, Synergy_Loewe=-21.6, Synergy_HSA=6.54. (4) Drug 1: COC1=NC(=NC2=C1N=CN2C3C(C(C(O3)CO)O)O)N. Drug 2: CCN(CC)CCCC(C)NC1=C2C=C(C=CC2=NC3=C1C=CC(=C3)Cl)OC. Cell line: UACC62. Synergy scores: CSS=4.51, Synergy_ZIP=0.112, Synergy_Bliss=4.45, Synergy_Loewe=0.542, Synergy_HSA=1.42. (5) Drug 1: COC1=C2C(=CC3=C1OC=C3)C=CC(=O)O2. Drug 2: C1CCC(C(C1)N)N.C(=O)(C(=O)[O-])[O-].[Pt+4]. Cell line: K-562. Synergy scores: CSS=33.4, Synergy_ZIP=9.77, Synergy_Bliss=-2.45, Synergy_Loewe=-12.3, Synergy_HSA=-2.07. (6) Drug 1: C1C(C(OC1N2C=NC3=C(N=C(N=C32)Cl)N)CO)O. Drug 2: CS(=O)(=O)CCNCC1=CC=C(O1)C2=CC3=C(C=C2)N=CN=C3NC4=CC(=C(C=C4)OCC5=CC(=CC=C5)F)Cl. Cell line: SK-OV-3. Synergy scores: CSS=21.9, Synergy_ZIP=-6.92, Synergy_Bliss=-5.05, Synergy_Loewe=-6.34, Synergy_HSA=-3.74. (7) Drug 1: C1=CC(=CC=C1CCC2=CNC3=C2C(=O)NC(=N3)N)C(=O)NC(CCC(=O)O)C(=O)O. Drug 2: C1CN1P(=S)(N2CC2)N3CC3. Cell line: SNB-75. Synergy scores: CSS=16.3, Synergy_ZIP=-1.71, Synergy_Bliss=-1.26, Synergy_Loewe=0.975, Synergy_HSA=1.88. (8) Drug 1: C1=NC2=C(N=C(N=C2N1C3C(C(C(O3)CO)O)F)Cl)N. Drug 2: CCN(CC)CCNC(=O)C1=C(NC(=C1C)C=C2C3=C(C=CC(=C3)F)NC2=O)C. Cell line: M14. Synergy scores: CSS=6.88, Synergy_ZIP=-2.79, Synergy_Bliss=-2.47, Synergy_Loewe=-6.93, Synergy_HSA=-3.33. (9) Drug 1: C1CC(=O)NC(=O)C1N2CC3=C(C2=O)C=CC=C3N. Drug 2: C1C(C(OC1N2C=NC3=C2NC=NCC3O)CO)O. Cell line: HCT116. Synergy scores: CSS=1.96, Synergy_ZIP=-2.96, Synergy_Bliss=-6.87, Synergy_Loewe=-4.55, Synergy_HSA=-4.83. (10) Drug 1: CNC(=O)C1=CC=CC=C1SC2=CC3=C(C=C2)C(=NN3)C=CC4=CC=CC=N4. Drug 2: CC1CCCC2(C(O2)CC(NC(=O)CC(C(C(=O)C(C1O)C)(C)C)O)C(=CC3=CSC(=N3)C)C)C. Cell line: IGROV1. Synergy scores: CSS=-0.625, Synergy_ZIP=0.605, Synergy_Bliss=-1.02, Synergy_Loewe=-3.49, Synergy_HSA=-2.45.